Predict the reaction yield, written as a fraction of the theoretical maximum amount of product (1.0 means a 100% yield; for example, 0.34 means a 34% yield). From a dataset of Reaction yield outcomes from USPTO patents with 853,638 reactions. (1) The reactants are [C:1]1([C@@H:7]2[NH:11][C@H:10]([CH2:12][O:13][C:14]3[CH:23]=[CH:22][C:17]([C:18]([O:20][CH3:21])=[O:19])=[CH:16][CH:15]=3)[CH2:9][CH2:8]2)[CH:6]=[CH:5][CH:4]=[CH:3][CH:2]=1.[Br:24][C:25]1[CH:30]=[CH:29][CH:28]=[CH:27][C:26]=1[NH:31][C:32](=[O:46])[NH:33][C:34]1[CH:39]=[CH:38][C:37]([CH2:40][C:41](O)=[O:42])=[CH:36][C:35]=1[O:44][CH3:45].CCN=C=NCCCN(C)C.Cl.O. The yield is 0.910. The product is [Br:24][C:25]1[CH:30]=[CH:29][CH:28]=[CH:27][C:26]=1[NH:31][C:32](=[O:46])[NH:33][C:34]1[CH:39]=[CH:38][C:37]([CH2:40][C:41]([N:11]2[C@@H:7]([C:1]3[CH:2]=[CH:3][CH:4]=[CH:5][CH:6]=3)[CH2:8][CH2:9][C@H:10]2[CH2:12][O:13][C:14]2[CH:15]=[CH:16][C:17]([C:18]([O:20][CH3:21])=[O:19])=[CH:22][CH:23]=2)=[O:42])=[CH:36][C:35]=1[O:44][CH3:45]. The catalyst is CN(C=O)C. (2) The reactants are [CH2:1]1[C:5]2([CH2:10][CH2:9][CH:8]([O:11][C:12]3[CH:13]=[C:14]4[C:19](=[CH:20][CH:21]=3)[CH:18]=[C:17]([CH:22]=O)[CH:16]=[CH:15]4)[CH2:7][CH2:6]2)[CH2:4][CH2:3][CH2:2]1.[NH2:24][CH2:25][CH2:26][C:27]([OH:29])=[O:28].C(O)C.C([BH3-])#N.[Na+].C(O)(=O)CC(CC(O)=O)(C(O)=O)O. No catalyst specified. The product is [CH2:4]1[C:5]2([CH2:10][CH2:9][CH:8]([O:11][C:12]3[CH:13]=[C:14]4[C:19](=[CH:20][CH:21]=3)[CH:18]=[C:17]([CH2:22][NH:24][CH2:25][CH2:26][C:27]([OH:29])=[O:28])[CH:16]=[CH:15]4)[CH2:7][CH2:6]2)[CH2:1][CH2:2][CH2:3]1. The yield is 0.310.